From a dataset of Full USPTO retrosynthesis dataset with 1.9M reactions from patents (1976-2016). Predict the reactants needed to synthesize the given product. (1) Given the product [Cl:23][C:22]1[C:17]([NH:8][C:6]2[CH:7]=[C:2]([I:1])[CH:3]=[CH:4][C:5]=2[CH2:9][N:10]2[CH2:15][CH2:14][O:13][CH2:12][CH2:11]2)=[N:18][C:19]([NH2:24])=[N:20][CH:21]=1, predict the reactants needed to synthesize it. The reactants are: [I:1][C:2]1[CH:3]=[CH:4][C:5]([CH2:9][N:10]2[CH2:15][CH2:14][O:13][CH2:12][CH2:11]2)=[C:6]([NH2:8])[CH:7]=1.Cl[C:17]1[C:22]([Cl:23])=[CH:21][N:20]=[C:19]([NH2:24])[N:18]=1.Cl.[OH-].[Na+]. (2) Given the product [CH3:16][O:13][C:12](=[O:14])[C:11](=[O:15])[CH:10]=[CH:9][C:6]1[CH:7]=[N:8][C:3]([Br:2])=[CH:4][CH:5]=1, predict the reactants needed to synthesize it. The reactants are: [Na+].[Br:2][C:3]1[N:8]=[CH:7][C:6]([CH:9]=[CH:10][C:11](=[O:15])[C:12]([O-:14])=[O:13])=[CH:5][CH:4]=1.[CH3:16]I.O. (3) Given the product [Si:3]([O:10][C@@H:11]([C:29]1[CH:34]=[CH:33][CH:32]=[CH:31][C:30]=1[C:35]1[CH:40]=[CH:39][C:38]([Cl:41])=[CH:37][CH:36]=1)[CH:12]1[CH2:13][CH2:14][N:15]([C:18]2[CH:28]=[CH:27][C:21]([C:22]([OH:24])=[O:23])=[CH:20][CH:19]=2)[CH2:16][CH2:17]1)([C:6]([CH3:9])([CH3:8])[CH3:7])([CH3:5])[CH3:4], predict the reactants needed to synthesize it. The reactants are: [OH-].[Li+].[Si:3]([O:10][C@@H:11]([C:29]1[CH:34]=[CH:33][CH:32]=[CH:31][C:30]=1[C:35]1[CH:40]=[CH:39][C:38]([Cl:41])=[CH:37][CH:36]=1)[CH:12]1[CH2:17][CH2:16][N:15]([C:18]2[CH:28]=[CH:27][C:21]([C:22]([O:24]CC)=[O:23])=[CH:20][CH:19]=2)[CH2:14][CH2:13]1)([C:6]([CH3:9])([CH3:8])[CH3:7])([CH3:5])[CH3:4]. (4) Given the product [CH:42]1([CH2:45][O:46][NH:47][C:15]([C:14]2[CH:13]=[CH:12][C:11](=[O:18])[N:10]([CH3:19])[C:9]=2[NH:8][C:5]2[CH:6]=[CH:7][C:2]([Br:1])=[CH:3][C:4]=2[F:20])=[O:17])[CH2:44][CH2:43]1, predict the reactants needed to synthesize it. The reactants are: [Br:1][C:2]1[CH:7]=[CH:6][C:5]([NH:8][C:9]2[N:10]([CH3:19])[C:11](=[O:18])[CH:12]=[CH:13][C:14]=2[C:15]([OH:17])=O)=[C:4]([F:20])[CH:3]=1.CCN=C=NCCCN(C)C.C1C=CC2N(O)N=NC=2C=1.[CH:42]1([CH2:45][O:46][NH2:47])[CH2:44][CH2:43]1.CCN(CC)CC. (5) The reactants are: [Cl:1][C:2]1[C:7]([C:8]([O:10]CC)=[O:9])=[C:6]([F:13])[C:5]([CH2:14][NH:15][C:16](=[O:22])[C:17]([CH3:21])([CH3:20])[CH2:18][OH:19])=[CH:4][CH:3]=1.[OH-].[Na+]. Given the product [Cl:1][C:2]1[C:7]([C:8]([OH:10])=[O:9])=[C:6]([F:13])[C:5]([CH2:14][NH:15][C:16](=[O:22])[C:17]([CH3:20])([CH3:21])[CH2:18][OH:19])=[CH:4][CH:3]=1, predict the reactants needed to synthesize it. (6) The reactants are: FC(F)(F)C([N:5]1[CH:10]2[CH2:11][CH2:12][CH:6]1[CH2:7][C:8]1([O:17][C:16]3[CH:18]=[CH:19][CH:20]=[CH:21][C:15]=3[N:14]3[CH:22]=[CH:23][CH:24]=[C:13]13)[CH2:9]2)=O.[OH-].[Na+]. Given the product [CH:6]12[NH:5][CH:10]([CH2:11][CH2:12]1)[CH2:9][C:8]1([O:17][C:16]3[CH:18]=[CH:19][CH:20]=[CH:21][C:15]=3[N:14]3[CH:22]=[CH:23][CH:24]=[C:13]13)[CH2:7]2, predict the reactants needed to synthesize it. (7) Given the product [NH2:20][C:2]1[CH:19]=[CH:18][C:5]([CH:6]([C:8]2[C:13]([O:14][CH2:15][CH2:16][CH3:17])=[CH:12][CH:11]=[CH:10][N:9]=2)[OH:7])=[CH:4][CH:3]=1, predict the reactants needed to synthesize it. The reactants are: F[C:2]1[CH:19]=[CH:18][C:5]([C:6]([C:8]2[C:13]([O:14][CH2:15][CH2:16][CH3:17])=[CH:12][CH:11]=[CH:10][N:9]=2)=[O:7])=[CH:4][CH:3]=1.[N-:20]=[N+]=[N-].[Na+].CS(C)=O. (8) Given the product [C:19]([O:22][C:23]([N:9]1[CH2:8][CH2:7][NH:6][CH:5]([CH2:3][CH3:4])[CH2:10]1)=[O:24])([CH3:21])([CH3:20])[CH3:18], predict the reactants needed to synthesize it. The reactants are: Br.Br.[CH2:3]([CH:5]1[CH2:10][NH:9][CH2:8][CH2:7][NH:6]1)[CH3:4].CCN(CC)CC.[CH3:18][C:19]([O:22][C:23](O[C:23]([O:22][C:19]([CH3:21])([CH3:20])[CH3:18])=[O:24])=[O:24])([CH3:21])[CH3:20].